Predict the product of the given reaction. From a dataset of Forward reaction prediction with 1.9M reactions from USPTO patents (1976-2016). (1) Given the reactants [F:1][C:2]1[CH:7]=[C:6]([C:8]2[CH:13]=[CH:12][N:11]=[C:10]3[NH:14][C:15]([C:17]4[CH:22]=[CH:21][C:20]([N:23]5[CH2:28][CH2:27][CH:26]([F:29])[CH2:25][CH2:24]5)=[CH:19][N:18]=4)=[N:16][C:9]=23)[CH:5]=[CH:4][C:3]=1[CH2:30][NH:31][C:32](=[O:38])OC(C)(C)C.[C:39]([C:43]1[O:47][N:46]=[C:45](C(OCC)=O)[N:44]=1)([CH3:42])([CH3:41])[CH3:40], predict the reaction product. The product is: [C:39]([C:43]1[O:47][N:46]=[C:45]([C:32]([NH:31][CH2:30][C:3]2[CH:4]=[CH:5][C:6]([C:8]3[CH:13]=[CH:12][N:11]=[C:10]4[NH:14][C:15]([C:17]5[CH:22]=[CH:21][C:20]([N:23]6[CH2:28][CH2:27][CH:26]([F:29])[CH2:25][CH2:24]6)=[CH:19][N:18]=5)=[N:16][C:9]=34)=[CH:7][C:2]=2[F:1])=[O:38])[N:44]=1)([CH3:42])([CH3:41])[CH3:40]. (2) Given the reactants [NH2:1][CH:2]1[CH2:7][CH2:6][CH:5]([C:8]([NH:10][C:11]2[CH:26]=[CH:25][C:24]([Cl:27])=[CH:23][C:12]=2[C:13]([NH:15][C:16]2[CH:21]=[CH:20][C:19]([Cl:22])=[CH:18][N:17]=2)=[O:14])=[O:9])[CH2:4][CH2:3]1.C(=O)([O-])[O-].[K+].[K+].Br[CH2:35][CH2:36][CH2:37][CH2:38]Br, predict the reaction product. The product is: [ClH:22].[Cl:27][C:24]1[CH:25]=[CH:26][C:11]([NH:10][C:8]([CH:5]2[CH2:6][CH2:7][CH:2]([N:1]3[CH2:38][CH2:37][CH2:36][CH2:35]3)[CH2:3][CH2:4]2)=[O:9])=[C:12]([CH:23]=1)[C:13]([NH:15][C:16]1[CH:21]=[CH:20][C:19]([Cl:22])=[CH:18][N:17]=1)=[O:14]. (3) Given the reactants Cl[C:2]1[N:3]=[C:4]([N:15]2[CH2:20][CH2:19][O:18][CH2:17][CH2:16]2)[C:5]2[CH:10]=[C:9]([C:11]([OH:14])([CH3:13])[CH3:12])[S:8][C:6]=2[N:7]=1.CC1(C)C(C)(C)OB([C:29]2[CH:30]=[N:31][C:32]([NH2:35])=[N:33][CH:34]=2)O1, predict the reaction product. The product is: [NH2:35][C:32]1[N:33]=[CH:34][C:29]([C:2]2[N:3]=[C:4]([N:15]3[CH2:20][CH2:19][O:18][CH2:17][CH2:16]3)[C:5]3[CH:10]=[C:9]([C:11]([OH:14])([CH3:13])[CH3:12])[S:8][C:6]=3[N:7]=2)=[CH:30][N:31]=1.